This data is from Serine/threonine kinase 33 screen with 319,792 compounds. The task is: Binary Classification. Given a drug SMILES string, predict its activity (active/inactive) in a high-throughput screening assay against a specified biological target. (1) The drug is S1c2c(N(CC(=O)NCCc3c(OC)ccc(OC)c3)C(=O)CC1)cccc2. The result is 0 (inactive). (2) The molecule is S=c1[nH]c(cc(c1C#N)C(OCC)=O)C. The result is 0 (inactive). (3) The compound is Clc1c(OCCOc2c(nc(cc2)C)[N+]([O-])=O)ccc(Cl)c1. The result is 0 (inactive). (4) The molecule is Clc1cc(S(=O)(=O)N2CCCC2)ccc1OCC(=O)NC1CC1. The result is 0 (inactive). (5) The drug is Clc1cc(NC(=O)CN(CC)C(=O)c2nn3c(cc(nc3n2)C)C)c(cc1)C. The result is 0 (inactive).